This data is from Reaction yield outcomes from USPTO patents with 853,638 reactions. The task is: Predict the reaction yield, written as a fraction of the theoretical maximum amount of product (1.0 means a 100% yield; for example, 0.34 means a 34% yield). (1) The yield is 0.638. The catalyst is C1(C)C=CC=CC=1. The product is [CH3:24][N:12]1[C:11]2[S:25][C:8]([C:5]3[CH:6]=[CH:7][CH:2]=[C:3]([O:29][C:28]([F:40])([F:39])[F:27])[CH:4]=3)=[C:9]([CH3:26])[C:10]=2[C:15](=[O:16])[N:14]([CH2:17][CH2:18][C:19]([O:21][CH2:22][CH3:41])=[O:20])[C:13]1=[O:23]. The reactants are Cl[C:2]1[CH:7]=[CH:6][C:5]([C:8]2[S:25][C:11]3[N:12]([CH3:24])[C:13](=[O:23])[N:14]([CH2:17][CH2:18][C:19]([O:21][CH3:22])=[O:20])[C:15](=[O:16])[C:10]=3[C:9]=2[CH3:26])=[CH:4][CH:3]=1.[F:27][C:28]([F:40])([F:39])[O:29]C1C=C(B(O)O)C=CC=1.[C:41]([O-])([O-])=O.[Cs+].[Cs+]. (2) The reactants are [Cl:1][C:2]1[CH:7]=[C:6]([OH:8])[CH:5]=[CH:4][N:3]=1.CC(C)([O-])C.[K+].Br[C:16]1[C:17]([CH3:25])=[CH:18][C:19]([N+:22]([O-:24])=[O:23])=[N:20][CH:21]=1. The catalyst is CN(C=O)C.C(OCC)(=O)C. The product is [Cl:1][C:2]1[CH:7]=[C:6]([O:8][C:16]2[CH:21]=[N:20][C:19]([N+:22]([O-:24])=[O:23])=[CH:18][C:17]=2[CH3:25])[CH:5]=[CH:4][N:3]=1. The yield is 0.180. (3) The reactants are Cl[C:2](Cl)([O:4]C(=O)OC(Cl)(Cl)Cl)Cl.[NH2:13][C:14]1[C:30]([F:31])=[CH:29][CH:28]=[CH:27][C:15]=1[C:16]([NH:18][C:19]1[CH:24]=[CH:23][CH:22]=[C:21]([Br:25])[C:20]=1[Cl:26])=[O:17].O. The catalyst is C1COCC1. The product is [Br:25][C:21]1[C:20]([Cl:26])=[C:19]([N:18]2[C:16](=[O:17])[C:15]3[C:14](=[C:30]([F:31])[CH:29]=[CH:28][CH:27]=3)[NH:13][C:2]2=[O:4])[CH:24]=[CH:23][CH:22]=1. The yield is 0.850. (4) The reactants are Br[C:2]1[CH:3]=[C:4]([CH:9]=[CH:10][C:11]=1[OH:12])[C:5]([O:7][CH3:8])=[O:6].[C:13]([Cu])#[N:14]. The catalyst is CN1C(=O)CCC1.O. The product is [C:13]([C:2]1[CH:3]=[C:4]([CH:9]=[CH:10][C:11]=1[OH:12])[C:5]([O:7][CH3:8])=[O:6])#[N:14]. The yield is 0.780. (5) The reactants are [CH:1]([N:4]1[C:8]([C:9](=[O:11])[CH3:10])=[N:7][CH:6]=[N:5]1)([CH3:3])[CH3:2].[Br-:12].[Br-].[Br-].C1([N+](C)(C)C)C=CC=CC=1.C1([N+](C)(C)C)C=CC=CC=1.C1([N+](C)(C)C)C=CC=CC=1.C(OCC)(=O)C. The catalyst is C(O)(=O)C.C1COCC1.C1CCCCC1. The product is [Br:12][CH2:10][C:9]([C:8]1[N:4]([CH:1]([CH3:3])[CH3:2])[N:5]=[CH:6][N:7]=1)=[O:11]. The yield is 0.360. (6) The reactants are Br[C:2]1[CH:23]=[CH:22][C:5]2[C:6]3[N:10]([CH2:11][CH2:12][O:13][C:4]=2[CH:3]=1)[CH:9]=[C:8]([C:14]1[N:15]([CH:19]([CH3:21])[CH3:20])[N:16]=[CH:17][N:18]=1)[N:7]=3.[NH2:24][CH2:25][C:26]([OH:28])=[O:27].O[C@H:30]1CN[C@H](C(O)=O)C1.P([O-])([O-])([O-])=O.[K+].[K+].[K+]. The catalyst is CS(C)=O.[Cu]I. The product is [CH3:30][O:27][C:26](=[O:28])[CH2:25][NH:24][C:2]1[CH:23]=[CH:22][C:5]2[C:6]3[N:10]([CH2:11][CH2:12][O:13][C:4]=2[CH:3]=1)[CH:9]=[C:8]([C:14]1[N:15]([CH:19]([CH3:21])[CH3:20])[N:16]=[CH:17][N:18]=1)[N:7]=3. The yield is 0.390.